Dataset: Peptide-MHC class I binding affinity with 185,985 pairs from IEDB/IMGT. Task: Regression. Given a peptide amino acid sequence and an MHC pseudo amino acid sequence, predict their binding affinity value. This is MHC class I binding data. (1) The peptide sequence is IRLRPGGKK. The MHC is HLA-A68:01 with pseudo-sequence HLA-A68:01. The binding affinity (normalized) is 0. (2) The peptide sequence is TSNLQEQIGW. The MHC is HLA-B44:02 with pseudo-sequence HLA-B44:02. The binding affinity (normalized) is 0.0322.